The task is: Predict the product of the given reaction.. This data is from Forward reaction prediction with 1.9M reactions from USPTO patents (1976-2016). (1) Given the reactants C(NC(C)C)(C)C.[N:8]1[CH:13]=[CH:12][C:11]([CH3:14])=[CH:10][CH:9]=1.[CH3:15][O:16][C:17]1[N:22]2[N:23]=[C:24]([C:26]([F:29])([F:28])[F:27])[CH:25]=[C:21]2[C:20]([CH:30]=[O:31])=[CH:19][CH:18]=1.[Cl-].[NH4+], predict the reaction product. The product is: [CH3:15][O:16][C:17]1[N:22]2[N:23]=[C:24]([C:26]([F:29])([F:27])[F:28])[CH:25]=[C:21]2[C:20]([CH:30]([OH:31])[CH2:14][C:11]2[CH:12]=[CH:13][N:8]=[CH:9][CH:10]=2)=[CH:19][CH:18]=1. (2) Given the reactants [CH3:1][S:2][CH2:3][C:4]([OH:6])=O.C(N(C(C)C)C(C)C)C.ClC(OCC(C)C)=O.[Cl:24][C:25]1[C:29]([NH:30][CH3:31])=[CH:28][N:27]([C:32]2[CH:33]=[N:34][CH:35]=[CH:36][CH:37]=2)[N:26]=1, predict the reaction product. The product is: [Cl:24][C:25]1[C:29]([N:30]([CH3:31])[C:4](=[O:6])[CH2:3][S:2][CH3:1])=[CH:28][N:27]([C:32]2[CH:33]=[N:34][CH:35]=[CH:36][CH:37]=2)[N:26]=1.